This data is from Forward reaction prediction with 1.9M reactions from USPTO patents (1976-2016). The task is: Predict the product of the given reaction. (1) Given the reactants [Si:1]([O:8][C:9]1[CH:18]=[CH:17][CH:16]=[C:15]2[C:10]=1[CH:11]=[CH:12][C:13]([NH2:19])=[CH:14]2)([C:4]([CH3:7])([CH3:6])[CH3:5])([CH3:3])[CH3:2].[CH3:20][C:21]([O:24][C:25](O[C:25]([O:24][C:21]([CH3:23])([CH3:22])[CH3:20])=[O:26])=[O:26])([CH3:23])[CH3:22], predict the reaction product. The product is: [Si:1]([O:8][C:9]1[CH:18]=[CH:17][CH:16]=[C:15]2[C:10]=1[CH:11]=[CH:12][C:13]([NH:19][C:25](=[O:26])[O:24][C:21]([CH3:23])([CH3:22])[CH3:20])=[CH:14]2)([C:4]([CH3:7])([CH3:6])[CH3:5])([CH3:3])[CH3:2]. (2) The product is: [CH3:11][C:10]1[CH:9]=[CH:8][C:4]([C:5]([O:7][CH2:13][CH2:14][O:15][Si:16]([CH:23]([CH3:25])[CH3:24])([CH:20]([CH3:22])[CH3:21])[CH:17]([CH3:19])[CH3:18])=[O:6])=[CH:3][C:2]=1[O:1][CH2:13][CH2:14][O:15][Si:16]([CH:20]([CH3:21])[CH3:22])([CH:17]([CH3:19])[CH3:18])[CH:23]([CH3:24])[CH3:25]. Given the reactants [OH:1][C:2]1[CH:3]=[C:4]([CH:8]=[CH:9][C:10]=1[CH3:11])[C:5]([OH:7])=[O:6].I[CH2:13][CH2:14][O:15][Si:16]([CH:23]([CH3:25])[CH3:24])([CH:20]([CH3:22])[CH3:21])[CH:17]([CH3:19])[CH3:18], predict the reaction product. (3) Given the reactants [NH2:1][C:2]1[C:7]([C:8](O)([CH3:10])[CH3:9])=[CH:6][CH:5]=[CH:4][N:3]=1, predict the reaction product. The product is: [CH:8]([C:7]1[C:2]([NH2:1])=[N:3][CH:4]=[CH:5][CH:6]=1)([CH3:10])[CH3:9]. (4) Given the reactants Br[CH2:2][C:3]([C:5]1[CH:10]=[CH:9][C:8]([F:11])=[CH:7][CH:6]=1)=O.[Cl:12][C:13]1[C:14]([NH2:19])=[N:15][CH:16]=[CH:17][N:18]=1.C(#N)C.[OH-].[Na+], predict the reaction product. The product is: [Cl:12][C:13]1[C:14]2[N:15]([CH:2]=[C:3]([C:5]3[CH:10]=[CH:9][C:8]([F:11])=[CH:7][CH:6]=3)[N:19]=2)[CH:16]=[CH:17][N:18]=1. (5) Given the reactants [F:1][C:2]1([F:31])[O:6][C:5]2[CH:7]=[CH:8][C:9]([C:11]3([C:14]([NH:16][C:17]4[CH:22]=[CH:21][C:20]([CH3:23])=[C:19]([C:24]5[CH:29]=[CH:28][C:27](=[O:30])[NH:26][CH:25]=5)[N:18]=4)=[O:15])[CH2:13][CH2:12]3)=[CH:10][C:4]=2[O:3]1.Cl[CH2:33][C:34]([O:36][CH3:37])=[O:35].C(=O)([O-])[O-].[K+].[K+].ClC(Cl)C, predict the reaction product. The product is: [F:31][C:2]1([F:1])[O:6][C:5]2[CH:7]=[CH:8][C:9]([C:11]3([C:14]([NH:16][C:17]4[N:18]=[C:19]([C:24]5[CH:29]=[CH:28][C:27](=[O:30])[N:26]([CH2:33][C:34]([O:36][CH3:37])=[O:35])[CH:25]=5)[C:20]([CH3:23])=[CH:21][CH:22]=4)=[O:15])[CH2:13][CH2:12]3)=[CH:10][C:4]=2[O:3]1. (6) Given the reactants [CH2:1]([CH:3]([CH2:18][CH3:19])[C:4]([C:6]1[O:7][C:8]2[CH:15]=[CH:14][C:13]([O:16][CH3:17])=[CH:12][C:9]=2[C:10]=1[CH3:11])=O)[CH3:2].[NH2:20][C:21]1[CH:30]=[CH:29][C:24]([C:25]([O:27][CH3:28])=[O:26])=[CH:23][CH:22]=1.C(=O)([O-])O.[Na+].C([BH3-])#N.[Na+], predict the reaction product. The product is: [CH2:1]([CH:3]([CH2:18][CH3:19])[CH:4]([NH:20][C:21]1[CH:22]=[CH:23][C:24]([C:25]([O:27][CH3:28])=[O:26])=[CH:29][CH:30]=1)[C:6]1[O:7][C:8]2[CH:15]=[CH:14][C:13]([O:16][CH3:17])=[CH:12][C:9]=2[C:10]=1[CH3:11])[CH3:2]. (7) Given the reactants [N:1]1[CH:6]=[CH:5][CH:4]=[CH:3][C:2]=1[C:7]1[N:8]=[C:9](O)[C:10]2[S:15][CH:14]=[CH:13][C:11]=2[N:12]=1.O=P(Cl)(Cl)[Cl:19], predict the reaction product. The product is: [Cl:19][C:9]1[C:10]2[S:15][CH:14]=[CH:13][C:11]=2[N:12]=[C:7]([C:2]2[CH:3]=[CH:4][CH:5]=[CH:6][N:1]=2)[N:8]=1. (8) Given the reactants Cl.Cl.Cl.[O:4]1[C:12]2[CH:11]=[CH:10][N:9]=[C:8]([N:13]3[CH2:18][CH2:17][N:16]([CH2:19][CH2:20][C@H:21]4[CH2:26][CH2:25][C@H:24]([NH2:27])[CH2:23][CH2:22]4)[CH2:15][CH2:14]3)[C:7]=2[CH2:6][CH2:5]1.[O:28]1[CH2:33][CH2:32][O:31][CH2:30][C@@H:29]1[CH2:34][C:35](O)=[O:36], predict the reaction product. The product is: [O:4]1[C:12]2[CH:11]=[CH:10][N:9]=[C:8]([N:13]3[CH2:18][CH2:17][N:16]([CH2:19][CH2:20][C@H:21]4[CH2:26][CH2:25][C@H:24]([NH:27][C:35](=[O:36])[CH2:34][C@H:29]5[CH2:30][O:31][CH2:32][CH2:33][O:28]5)[CH2:23][CH2:22]4)[CH2:15][CH2:14]3)[C:7]=2[CH2:6][CH2:5]1. (9) Given the reactants [CH3:1][O:2][C:3]1[CH:8]=[CH:7][C:6]([CH3:9])=[CH:5][C:4]=1[OH:10].C1C(=O)N([Br:18])C(=O)C1, predict the reaction product. The product is: [Br:18][C:7]1[C:6]([CH3:9])=[CH:5][C:4]([OH:10])=[C:3]([O:2][CH3:1])[CH:8]=1.